Task: Regression. Given two drug SMILES strings and cell line genomic features, predict the synergy score measuring deviation from expected non-interaction effect.. Dataset: NCI-60 drug combinations with 297,098 pairs across 59 cell lines (1) Drug 1: CN(C(=O)NC(C=O)C(C(C(CO)O)O)O)N=O. Drug 2: COC1=C2C(=CC3=C1OC=C3)C=CC(=O)O2. Cell line: M14. Synergy scores: CSS=0.951, Synergy_ZIP=4.87, Synergy_Bliss=-3.00, Synergy_Loewe=-3.33, Synergy_HSA=-5.13. (2) Drug 1: CS(=O)(=O)C1=CC(=C(C=C1)C(=O)NC2=CC(=C(C=C2)Cl)C3=CC=CC=N3)Cl. Drug 2: COCCOC1=C(C=C2C(=C1)C(=NC=N2)NC3=CC=CC(=C3)C#C)OCCOC.Cl. Cell line: UO-31. Synergy scores: CSS=17.8, Synergy_ZIP=-8.06, Synergy_Bliss=-10.7, Synergy_Loewe=-7.84, Synergy_HSA=-7.57. (3) Drug 1: CC(CN1CC(=O)NC(=O)C1)N2CC(=O)NC(=O)C2. Drug 2: CCC1(CC2CC(C3=C(CCN(C2)C1)C4=CC=CC=C4N3)(C5=C(C=C6C(=C5)C78CCN9C7C(C=CC9)(C(C(C8N6C)(C(=O)OC)O)OC(=O)C)CC)OC)C(=O)OC)O.OS(=O)(=O)O. Cell line: MCF7. Synergy scores: CSS=27.9, Synergy_ZIP=-2.21, Synergy_Bliss=3.07, Synergy_Loewe=-10.2, Synergy_HSA=5.31. (4) Cell line: HCC-2998. Drug 1: C1=C(C(=O)NC(=O)N1)N(CCCl)CCCl. Drug 2: CC1=C(N=C(N=C1N)C(CC(=O)N)NCC(C(=O)N)N)C(=O)NC(C(C2=CN=CN2)OC3C(C(C(C(O3)CO)O)O)OC4C(C(C(C(O4)CO)O)OC(=O)N)O)C(=O)NC(C)C(C(C)C(=O)NC(C(C)O)C(=O)NCCC5=NC(=CS5)C6=NC(=CS6)C(=O)NCCC[S+](C)C)O. Synergy scores: CSS=5.50, Synergy_ZIP=0.558, Synergy_Bliss=2.46, Synergy_Loewe=0.528, Synergy_HSA=0.737.